Dataset: Catalyst prediction with 721,799 reactions and 888 catalyst types from USPTO. Task: Predict which catalyst facilitates the given reaction. Reactant: [Br:1][C:2]1[N:7]=[C:6]2[N:8](C(C3C=CC=CC=3)=O)[CH:9]=[CH:10][C:5]2=[C:4]([O:19][CH3:20])[CH:3]=1.[OH-].[Na+]. Product: [Br:1][C:2]1[N:7]=[C:6]2[NH:8][CH:9]=[CH:10][C:5]2=[C:4]([O:19][CH3:20])[CH:3]=1. The catalyst class is: 5.